This data is from Forward reaction prediction with 1.9M reactions from USPTO patents (1976-2016). The task is: Predict the product of the given reaction. (1) Given the reactants [Br:1][C:2]1[CH:10]=[CH:9][C:5]([C:6]([OH:8])=O)=[C:4]([F:11])[CH:3]=1.C[N:13](C(ON1N=NC2C=CC=CC1=2)=[N+](C)C)C.F[P-](F)(F)(F)(F)F.[CH3:36][CH2:37][N:38]([CH:42](C)C)[CH:39](C)C, predict the reaction product. The product is: [Br:1][C:2]1[CH:10]=[CH:9][C:5]([C:6]([NH:13][CH2:36][CH2:37][N:38]([CH3:42])[CH3:39])=[O:8])=[C:4]([F:11])[CH:3]=1. (2) Given the reactants [CH2:1]([O:3][CH2:4][C:5]1[N:6]([N:18]2[CH2:23][CH2:22][O:21][CH2:20][CH2:19]2)[C:7]2[C:16]3[CH:15]=[CH:14][CH:13]=[CH:12][C:11]=3[N:10]=[CH:9][C:8]=2[N:17]=1)[CH3:2].C1C=C(Cl)C=C(C(OO)=O)C=1.[NH4+:35].[OH-].C1(C)C=CC(S(Cl)(=O)=O)=CC=1, predict the reaction product. The product is: [CH2:1]([O:3][CH2:4][C:5]1[N:6]([N:18]2[CH2:19][CH2:20][O:21][CH2:22][CH2:23]2)[C:7]2[C:16]3[CH:15]=[CH:14][CH:13]=[CH:12][C:11]=3[N:10]=[C:9]([NH2:35])[C:8]=2[N:17]=1)[CH3:2].